Task: Predict the reaction yield, written as a fraction of the theoretical maximum amount of product (1.0 means a 100% yield; for example, 0.34 means a 34% yield).. Dataset: Reaction yield outcomes from USPTO patents with 853,638 reactions The reactants are FC(F)(F)C(O)=O.[Cl:8][C:9]1[CH:14]=[C:13]2[NH:15][C:16](=[O:38])[C:17]3([CH:21]([C:22]4[CH:27]=[CH:26][CH:25]=[C:24]([Cl:28])[C:23]=4[F:29])[CH:20]([C:30](O)=[O:31])[NH:19][CH:18]3[CH2:33][C:34]([CH3:37])([CH3:36])[CH3:35])[C:12]2=[CH:11][CH:10]=1.C(N(C(C)C)CC)(C)C.C1(P(Cl)(C2C=CC=CC=2)=O)C=CC=CC=1.[CH3:63][CH:64]1[CH2:69][N:68]([C:70]2[CH:76]=[CH:75][C:73]([NH2:74])=[C:72]([O:77][CH3:78])[CH:71]=2)[CH2:67][CH:66]([CH3:79])[O:65]1. No catalyst specified. The product is [CH3:63][CH:64]1[O:65][CH:66]([CH3:79])[CH2:67][N:68]([C:70]2[CH:76]=[CH:75][C:73]([NH:74][C:30]([CH:20]3[NH:19][CH:18]([CH2:33][C:34]([CH3:37])([CH3:36])[CH3:35])[C:17]4([C:12]5[C:13](=[CH:14][C:9]([Cl:8])=[CH:10][CH:11]=5)[NH:15][C:16]4=[O:38])[CH:21]3[C:22]3[CH:27]=[CH:26][CH:25]=[C:24]([Cl:28])[C:23]=3[F:29])=[O:31])=[C:72]([O:77][CH3:78])[CH:71]=2)[CH2:69]1. The yield is 0.370.